From a dataset of Peptide-MHC class I binding affinity with 185,985 pairs from IEDB/IMGT. Regression. Given a peptide amino acid sequence and an MHC pseudo amino acid sequence, predict their binding affinity value. This is MHC class I binding data. (1) The MHC is HLA-B46:01 with pseudo-sequence HLA-B46:01. The peptide sequence is SYLKPHIFE. The binding affinity (normalized) is 0.0847. (2) The MHC is HLA-A02:01 with pseudo-sequence HLA-A02:01. The binding affinity (normalized) is 0.328. The peptide sequence is VIYIVQMLA. (3) The peptide sequence is IPVDLVKSSF. The MHC is HLA-B07:02 with pseudo-sequence HLA-B07:02. The binding affinity (normalized) is 0.721. (4) The peptide sequence is EHFYWGSVF. The MHC is HLA-B08:01 with pseudo-sequence HLA-B08:01. The binding affinity (normalized) is 0.0847. (5) The peptide sequence is RMVLSAFDER. The MHC is HLA-A03:01 with pseudo-sequence HLA-A03:01. The binding affinity (normalized) is 0.198.